Dataset: Catalyst prediction with 721,799 reactions and 888 catalyst types from USPTO. Task: Predict which catalyst facilitates the given reaction. (1) Reactant: [CH2:1]([O:3][C:4](=[O:15])[CH2:5][CH2:6][C:7]1[CH:12]=[CH:11][C:10]([CH2:13]O)=[CH:9][CH:8]=1)[CH3:2].C(N(CC)CC)C.CS([Cl:27])(=O)=O. Product: [CH2:1]([O:3][C:4](=[O:15])[CH2:5][CH2:6][C:7]1[CH:12]=[CH:11][C:10]([CH2:13][Cl:27])=[CH:9][CH:8]=1)[CH3:2]. The catalyst class is: 4. (2) Reactant: Br[C:2]1[CH:3]=[C:4]([CH:25]=[CH:26][N:27]=1)[C:5]([NH:7][C:8]1[S:9][C:10]2[C:11]([N:19]3[CH2:24][CH2:23][O:22][CH2:21][CH2:20]3)=[N:12][CH:13]=[C:14]([O:17][CH3:18])[C:15]=2[N:16]=1)=[O:6].Cl.[NH:29]1[CH2:32][CH:31]([OH:33])[CH2:30]1.C(=O)([O-])[O-].[Cs+].[Cs+]. Product: [OH:33][CH:31]1[CH2:32][N:29]([C:2]2[CH:3]=[C:4]([CH:25]=[CH:26][N:27]=2)[C:5]([NH:7][C:8]2[S:9][C:10]3[C:11]([N:19]4[CH2:24][CH2:23][O:22][CH2:21][CH2:20]4)=[N:12][CH:13]=[C:14]([O:17][CH3:18])[C:15]=3[N:16]=2)=[O:6])[CH2:30]1. The catalyst class is: 60. (3) Reactant: [CH3:1][C:2]1[CH:3]=[C:4]([C:8]([C:10]2[CH:15]=[CH:14][CH:13]=[CH:12][N:11]=2)=O)[O:5][C:6]=1[CH3:7].[NH3:16]. Product: [CH3:1][C:2]1[CH:3]=[C:4]([OH:5])[C:8]([C:10]2[CH:15]=[CH:14][CH:13]=[CH:12][N:11]=2)=[N:16][C:6]=1[CH3:7]. The catalyst class is: 5.